Task: Predict the product of the given reaction.. Dataset: Forward reaction prediction with 1.9M reactions from USPTO patents (1976-2016) Given the reactants C(OC([N:8](CC1C=CC(OC)=CC=1)[C:9]1[S:10][CH:11]=[C:12]([CH:14]([O:20][CH:21]([CH3:23])[CH3:22])[C:15]([O:17][CH2:18][CH3:19])=[O:16])[N:13]=1)=O)(C)(C)C, predict the reaction product. The product is: [NH2:8][C:9]1[S:10][CH:11]=[C:12]([CH:14]([O:20][CH:21]([CH3:22])[CH3:23])[C:15]([O:17][CH2:18][CH3:19])=[O:16])[N:13]=1.